From a dataset of Forward reaction prediction with 1.9M reactions from USPTO patents (1976-2016). Predict the product of the given reaction. (1) The product is: [Br:1][C:2]1[CH:7]=[C:6]([S:8]([CH3:11])(=[O:10])=[O:9])[CH:5]=[C:4]([N+:12]([O-:14])=[O:13])[C:3]=1[NH:17][C:18]([CH3:24])([CH3:23])[C:19]([O:21][CH3:22])=[O:20]. Given the reactants [Br:1][C:2]1[CH:7]=[C:6]([S:8]([CH3:11])(=[O:10])=[O:9])[CH:5]=[C:4]([N+:12]([O-:14])=[O:13])[C:3]=1F.Cl.[NH2:17][C:18]([CH3:24])([CH3:23])[C:19]([O:21][CH3:22])=[O:20].C(=O)(O)[O-].[Na+], predict the reaction product. (2) Given the reactants [C:1]1(=[C:8]([C:16]2[CH:21]=[CH:20][C:19]([OH:22])=[CH:18][CH:17]=2)[C:9]2[CH:14]=[CH:13][C:12]([OH:15])=[CH:11][CH:10]=2)[CH2:7][CH2:6][CH2:5][CH2:4][CH2:3][CH2:2]1.C([O-])([O-])=O.[K+].[K+].Br[CH2:30][CH2:31][CH2:32][C:33]([O:35][CH2:36][CH3:37])=[O:34], predict the reaction product. The product is: [C:1]1(=[C:8]([C:9]2[CH:14]=[CH:13][C:12]([OH:15])=[CH:11][CH:10]=2)[C:16]2[CH:21]=[CH:20][C:19]([O:22][CH2:30][CH2:31][CH2:32][C:33]([O:35][CH2:36][CH3:37])=[O:34])=[CH:18][CH:17]=2)[CH2:2][CH2:3][CH2:4][CH2:5][CH2:6][CH2:7]1. (3) The product is: [N:1]1[C:10]2[C:5](=[CH:6][CH:7]=[CH:8][CH:9]=2)[C:4]([CH2:11][NH2:12])=[CH:3][CH:2]=1. Given the reactants [N:1]1[C:10]2[C:5](=[CH:6][CH:7]=[CH:8][CH:9]=2)[C:4]([CH:11]=[N:12]O)=[CH:3][CH:2]=1.C([O-])=O.[NH4+], predict the reaction product.